The task is: Predict which catalyst facilitates the given reaction.. This data is from Catalyst prediction with 721,799 reactions and 888 catalyst types from USPTO. (1) Reactant: [C:1]([C:5]1[CH:9]=[C:8]([C:10]([CH3:13])([CH3:12])[CH3:11])[N:7]([CH2:14][C:15]2[CH:36]=[CH:35][C:18]([CH2:19][NH:20][C:21]3[CH:26]=[CH:25][C:24]([CH2:27][CH2:28][C:29]([O:31]CC)=[O:30])=[C:23]([F:34])[CH:22]=3)=[CH:17][CH:16]=2)[N:6]=1)([CH3:4])([CH3:3])[CH3:2].[OH-].[Na+].O.C(O)(=O)CC(CC(O)=O)(C(O)=O)O. Product: [C:1]([C:5]1[CH:9]=[C:8]([C:10]([CH3:13])([CH3:12])[CH3:11])[N:7]([CH2:14][C:15]2[CH:36]=[CH:35][C:18]([CH2:19][NH:20][C:21]3[CH:26]=[CH:25][C:24]([CH2:27][CH2:28][C:29]([OH:31])=[O:30])=[C:23]([F:34])[CH:22]=3)=[CH:17][CH:16]=2)[N:6]=1)([CH3:2])([CH3:3])[CH3:4]. The catalyst class is: 111. (2) Reactant: [C:1]([O:5][C:6]([N:8]1[CH2:13][CH2:12][CH:11]([O:14][CH2:15][C:16]([OH:18])=O)[CH2:10][CH2:9]1)=[O:7])([CH3:4])([CH3:3])[CH3:2].CCN=C=NCCCN(C)C.C1C=CC2N(O)N=NC=2C=1.O[NH:41][C:42]([C:44]1[CH:45]=[N:46][C:47]([O:50][CH3:51])=[N:48][CH:49]=1)=[NH:43]. Product: [C:1]([O:5][C:6]([N:8]1[CH2:9][CH2:10][CH:11]([O:14][CH2:15][C:16]2[O:18][N:41]=[C:42]([C:44]3[CH:49]=[N:48][C:47]([O:50][CH3:51])=[N:46][CH:45]=3)[N:43]=2)[CH2:12][CH2:13]1)=[O:7])([CH3:2])([CH3:3])[CH3:4]. The catalyst class is: 1. (3) Reactant: C(N(C(C)C)CC)(C)C.[CH2:10]([O:12][C@H:13]1[CH2:18][CH2:17][C@H:16]([N:19]2[CH2:24][CH2:23][CH:22]([NH:25][C:26]3[CH:31]=[C:30]([CH3:32])[CH:29]=[CH:28][C:27]=3[OH:33])[CH2:21][CH2:20]2)[CH2:15][CH2:14]1)[CH3:11].[Cl:34][C:35](Cl)([O:37]C(=O)OC(Cl)(Cl)Cl)Cl. Product: [ClH:34].[CH2:10]([O:12][C@H:13]1[CH2:18][CH2:17][C@H:16]([N:19]2[CH2:20][CH2:21][CH:22]([N:25]3[C:26]4[CH:31]=[C:30]([CH3:32])[CH:29]=[CH:28][C:27]=4[O:33][C:35]3=[O:37])[CH2:23][CH2:24]2)[CH2:15][CH2:14]1)[CH3:11]. The catalyst class is: 4. (4) Reactant: [F:1][CH:2]([F:15])[O:3][C:4]1[CH:11]=[C:10]([CH2:12][CH:13]=O)[CH:9]=[CH:8][C:5]=1[C:6]#[N:7].[C:16]([N:23]1[CH2:28][CH2:27][NH:26][CH2:25][CH2:24]1)([O:18][C:19]([CH3:22])([CH3:21])[CH3:20])=[O:17].[BH-](OC(C)=O)(OC(C)=O)OC(C)=O.[Na+]. Product: [C:19]([O:18][C:16]([N:23]1[CH2:28][CH2:27][N:26]([CH2:13][CH2:12][C:10]2[CH:9]=[CH:8][C:5]([C:6]#[N:7])=[C:4]([O:3][CH:2]([F:15])[F:1])[CH:11]=2)[CH2:25][CH2:24]1)=[O:17])([CH3:22])([CH3:20])[CH3:21]. The catalyst class is: 2. (5) Reactant: [Br:1][C:2]1[C:3]([N:9]2[CH2:14][CH2:13][O:12][CH2:11][CH:10]2[C:15]([OH:17])=O)=[N:4][C:5]([Cl:8])=[N:6][CH:7]=1.ON1C2C=CC=CC=2N=N1.Cl.C(N=C=NCCCN(C)C)C.[O:40]1[CH2:45][CH2:44][CH:43]([NH2:46])[CH2:42][CH2:41]1. Product: [Br:1][C:2]1[C:3]([N:9]2[CH2:14][CH2:13][O:12][CH2:11][CH:10]2[C:15]([NH:46][CH:43]2[CH2:44][CH2:45][O:40][CH2:41][CH2:42]2)=[O:17])=[N:4][C:5]([Cl:8])=[N:6][CH:7]=1. The catalyst class is: 7. (6) Reactant: [F:1][C:2]([F:11])([F:10])[C:3]1[CH:9]=[CH:8][C:6]([NH2:7])=[CH:5][CH:4]=1.O=[C:13]1[CH2:18][CH2:17][N:16]([C:19]([O:21][C:22]([CH3:25])([CH3:24])[CH3:23])=[O:20])[CH2:15][CH2:14]1.[O-]S([O-])(=O)=O.[Na+].[Na+].C(O[BH-](OC(=O)C)OC(=O)C)(=O)C.[Na+].C([O-])(O)=O.[Na+].[OH-].[Na+]. Product: [F:1][C:2]([F:10])([F:11])[C:3]1[CH:9]=[CH:8][C:6]([NH:7][CH:13]2[CH2:18][CH2:17][N:16]([C:19]([O:21][C:22]([CH3:25])([CH3:24])[CH3:23])=[O:20])[CH2:15][CH2:14]2)=[CH:5][CH:4]=1. The catalyst class is: 15. (7) Reactant: C(N(CC)CC)C.[CH2:8]([OH:16])[CH2:9][CH2:10][CH2:11][CH2:12][CH2:13][CH2:14][CH3:15].[CH3:17][S:18](Cl)(=[O:20])=[O:19]. Product: [CH3:17][S:18]([C:8](=[O:16])[CH2:9][CH2:10][CH2:11][CH2:12][CH2:13][CH2:14][CH3:15])(=[O:20])=[O:19]. The catalyst class is: 4. (8) Reactant: Br[C:2]1[C:7]([O:8][CH3:9])=[C:6]([OH:10])[C:5](Br)=[CH:4][C:3]=1[CH2:12][C:13]([CH3:21])([CH3:20])[CH2:14][C:15]([O:17][CH2:18][CH3:19])=[O:16].C(N(CC)CC)C. Product: [OH:10][C:6]1[CH:5]=[CH:4][C:3]([CH2:12][C:13]([CH3:20])([CH3:21])[CH2:14][C:15]([O:17][CH2:18][CH3:19])=[O:16])=[CH:2][C:7]=1[O:8][CH3:9]. The catalyst class is: 29. (9) Reactant: Br[C:2]1[N:6]([CH:7]2[CH2:10][O:9][CH2:8]2)[C:5]2[CH:11]([C:26]3[CH:31]=[CH:30][C:29]([Cl:32])=[CH:28][CH:27]=3)[N:12]([C:15]3[CH:16]=[C:17]([CH3:25])[C:18]4[N:22]=[N:21][N:20]([CH3:23])[C:19]=4[CH:24]=3)[C:13](=[O:14])[C:4]=2[N:3]=1.[O:33]1[CH2:38][CH:37]=[C:36](B2OC(C)(C)C(C)(C)O2)[CH2:35][CH2:34]1.C([O-])(O)=O.[Na+]. Product: [Cl:32][C:29]1[CH:30]=[CH:31][C:26]([CH:11]2[C:5]3[N:6]([CH:7]4[CH2:10][O:9][CH2:8]4)[C:2]([C:36]4[CH2:37][CH2:38][O:33][CH2:34][CH:35]=4)=[N:3][C:4]=3[C:13](=[O:14])[N:12]2[C:15]2[CH:16]=[C:17]([CH3:25])[C:18]3[N:22]=[N:21][N:20]([CH3:23])[C:19]=3[CH:24]=2)=[CH:27][CH:28]=1. The catalyst class is: 25. (10) Reactant: [CH:1]([C:3]1[CH:18]=[CH:17][C:6]([O:7][C:8]2[CH:16]=[CH:15][C:11]([C:12]([NH2:14])=[O:13])=[CH:10][N:9]=2)=[CH:5][CH:4]=1)=O.[CH2:19]([NH2:26])[C:20]1[CH:25]=[CH:24][CH:23]=[CH:22][CH:21]=1.[BH4-].[Na+]. Product: [CH2:19]([NH:26][CH2:1][C:3]1[CH:18]=[CH:17][C:6]([O:7][C:8]2[CH:16]=[CH:15][C:11]([C:12]([NH2:14])=[O:13])=[CH:10][N:9]=2)=[CH:5][CH:4]=1)[C:20]1[CH:25]=[CH:24][CH:23]=[CH:22][CH:21]=1. The catalyst class is: 5.